This data is from Experimentally validated miRNA-target interactions with 360,000+ pairs, plus equal number of negative samples. The task is: Binary Classification. Given a miRNA mature sequence and a target amino acid sequence, predict their likelihood of interaction. (1) Result: 0 (no interaction). The miRNA is hsa-miR-636 with sequence UGUGCUUGCUCGUCCCGCCCGCA. The protein sequence of the target gene is MVSALRGAPLIRVHSSPVSSPSVSGPRRLVSCLSSQSSALSQSGGGSTSAAGIEARSRALRRRWCPAGIMLLALVCLLSCLLPSSEAKLYGRCELARVLHDFGLDGYRGYSLADWVCLAYFTSGFNAAALDYEADGSTNNGIFQINSRRWCSNLTPNVPNVCRMYCSDLLNPNLKDTVICAMKITQEPQGLGYWEAWRHHCQGKDLTEWVDGCDF. (2) The miRNA is hsa-miR-26b-5p with sequence UUCAAGUAAUUCAGGAUAGGU. The protein sequence of the target gene is MSLLNPVLLPPKVKAYLSQGERFIKWDDETTVASPVILRVDPKGYYLYWTYQSKEMEFLDITSIRDTRFGKFAKMPKSQKLRDVFNMDFPDNSFLLKTLTVVSGPDMVDLTFHNFVSYKENVGKAWAEDVLALVKHPLTANASRSTFLDKILVKLKMQLNSEGKIPVKNFFQMFPADRKRVEAALSACHLPKGKNDAINPEDFPEPVYKSFLMSLCPRPEIDEIFTSYHAKAKPYMTKEHLTKFINQKQRDSRLNSLLFPPARPDQVQGLIDKYEPSGINAQRGQLSPEGMVWFLCGPEN.... Result: 1 (interaction). (3) The miRNA is hsa-miR-3960 with sequence GGCGGCGGCGGAGGCGGGGG. The protein sequence of the target gene is MEPRLLMLGFLSLTIVPSCRAELCLYDPPEVPNATFKALSYKNGTILNCECKRGFRRLKELVYMRCLGNSWSSNCQCTSNSHDKSRKQVTAQLEHQKEQQTTTDMQKPTQSMHQENLTGHCREPPPWKHEDSKRIYHFVEGQSVHYECIPGYKALQRGPAISICKMKCGKTGWTQPQLTCVDEREHHRFLASEESQGSRNSSPESETSCPITTTDFPQPTETTAMTETFVLTMEYKVAVASCLFLLISILLLSGLTWQHRWRKSRRTI. Result: 0 (no interaction). (4) The miRNA is mmu-miR-665-3p with sequence ACCAGGAGGCUGAGGUCCCU. The protein sequence of the target gene is MGAGSVWASGLLLLWLLLLVAGDQDTQDTTATEKGLRMLKSGSGPVRAALAELVALPCFFTLQPRLSSLRDIPRIKWTKVQTASGQRQDLPILVAKDNVVRVAKGWQGRVSLPAYPRHRANATLLLGPLRASDSGLYRCQVVKGIEDEQDLVTLEVTGVVFHYRAARDRYALTFAEAQEACRLSSATIAAPRHLQAAFEDGFDNCDAGWLSDRTVRYPITQSRPGCYGDRSSLPGVRSYGRRDPQELYDVYCFARELGGEVFYVGPARRLTLAGARAQCQRQGAALASVGQLHLAWHEGL.... Result: 1 (interaction). (5) The miRNA is hsa-miR-92a-3p with sequence UAUUGCACUUGUCCCGGCCUGU. The protein sequence of the target gene is MKKEGSSGSFRLQPNTGSLSRAVSWINFSSLSRQTKRLFRSDGELSVCGQQVEVDDENWIYRAQPRKAVSNLDEESRWTVHYTAPWHQQENVFLPTTRPPCVEDLHRQAKLNLKSVLRECDKLRHDGYRSSQYYSQGPTFAANASPFCDDYQDEDEETDQKCSLSSSEEERFISIRRPKTPASSDFSDLNTQTNWTKSLPLPTPEEKMRQQAQTVQADVVPINITASGTGQDDADGHSVYTPDHYSTLGRFNSCRSAGQRSETRDSSCQTEDVKVVPPSMRRIRAQKGQGIAAQMGHFSG.... Result: 1 (interaction). (6) The miRNA is mmu-miR-1251-5p with sequence ACUCUAGCUGCCAAAGGCGCU. The protein sequence of the target gene is MAGHLASDFAFSPPPGGGGDGPGGPEPGWVDPRTWLSFQGPPGGPGIGPGVGPGSEVWGIPPCPPPYEFCGGMAYCGPQVGVGLVPQGGLETSQPEGEAGVGVESNSDGASPEPCTVTPGAVKLEKEKLEQNPEESQDIKALQKELEQFAKLLKQKRITLGYTQADVGLTLGVLFGKVFSQTTICRFEALQLSFKNMCKLRPLLQKWVEEADNNENLQEICKAETLVQARKRKRTSIENRVRGNLENLFLQCPKPTLQQISHIAQQLGLEKDVVRVWFCNRRQKGKRSSSDYAQREDFEA.... Result: 0 (no interaction).